This data is from Forward reaction prediction with 1.9M reactions from USPTO patents (1976-2016). The task is: Predict the product of the given reaction. (1) Given the reactants Cl.Cl.[N+:3]([C:6]1[CH:12]=[C:11]([C:13]2[CH:14]=[CH:15][C:16]3[O:22][CH2:21][CH2:20][NH:19][CH2:18][C:17]=3[CH:23]=2)[CH:10]=[CH:9][C:7]=1[NH2:8])([O-:5])=[O:4].Cl[C:25]1[C:34]2[C:29](=[CH:30][CH:31]=[CH:32][CH:33]=2)[N:28]=[C:27]([CH3:35])[N:26]=1.C(N(C(C)C)CC)(C)C.O, predict the reaction product. The product is: [CH3:35][C:27]1[N:26]=[C:25]([N:19]2[CH2:18][C:17]3[CH:23]=[C:13]([C:11]4[CH:10]=[CH:9][C:7]([NH2:8])=[C:6]([N+:3]([O-:5])=[O:4])[CH:12]=4)[CH:14]=[CH:15][C:16]=3[O:22][CH2:21][CH2:20]2)[C:34]2[C:29](=[CH:30][CH:31]=[CH:32][CH:33]=2)[N:28]=1. (2) The product is: [CH3:12][O:11][N:13]=[CH:4][C:3]1[CH:6]=[CH:7][CH:8]=[CH:9][C:2]=1[CH3:1]. Given the reactants [CH3:1][C:2]1[CH:9]=[CH:8][CH:7]=[CH:6][C:3]=1[CH:4]=O.Cl.[O:11]([NH2:13])[CH3:12], predict the reaction product. (3) Given the reactants [C:1]([C:3]1[CH:9]=[C:8]([F:10])[CH:7]=[C:6]([F:11])[C:4]=1[NH2:5])#[CH:2], predict the reaction product. The product is: [F:10][C:8]1[CH:9]=[C:3]2[C:4](=[C:6]([F:11])[CH:7]=1)[NH:5][CH:2]=[CH:1]2. (4) Given the reactants [CH2:1]([O:8][C@H:9]1[C@@H:16]2[C@@H:12]([O:13][C:14](C)([CH3:17])[O:15]2)[O:11][C@@:10]1([CH2:22][O:23][CH2:24][C:25]1[CH:30]=[CH:29][CH:28]=[CH:27][CH:26]=1)[CH:19]([F:21])[F:20])[C:2]1[CH:7]=[CH:6][CH:5]=[CH:4][CH:3]=1.O.[CH3:32][C:33]([O:35]C(C)=O)=[O:34], predict the reaction product. The product is: [C:14]([O:13][CH:12]1[C@H:16]([O:35][C:33](=[O:34])[CH3:32])[C@H:9]([O:8][CH2:1][C:2]2[CH:7]=[CH:6][CH:5]=[CH:4][CH:3]=2)[C@:10]([CH2:22][O:23][CH2:24][C:25]2[CH:30]=[CH:29][CH:28]=[CH:27][CH:26]=2)([CH:19]([F:20])[F:21])[O:11]1)(=[O:15])[CH3:17]. (5) Given the reactants [CH2:1]([O:8][C:9]1[CH:14]=[CH:13][C:12]([CH2:15][C@H:16]([NH:20][C:21]([O:23][C:24]([CH3:27])([CH3:26])[CH3:25])=[O:22])[C:17](O)=[O:18])=[CH:11][C:10]=1[OH:28])[C:2]1[CH:7]=[CH:6][CH:5]=[CH:4][CH:3]=1.C[CH2:30][N:31]=C=NCCCN(C)C.C1C=CC2N(O)N=NC=2C=1.Cl.CN.C(N(CC)C(C)C)(C)C, predict the reaction product. The product is: [C:24]([O:23][C:21](=[O:22])[NH:20][C@H:16]([C:17](=[O:18])[NH:31][CH3:30])[CH2:15][C:12]1[CH:13]=[CH:14][C:9]([O:8][CH2:1][C:2]2[CH:7]=[CH:6][CH:5]=[CH:4][CH:3]=2)=[C:10]([OH:28])[CH:11]=1)([CH3:27])([CH3:26])[CH3:25].